This data is from Peptide-MHC class II binding affinity with 134,281 pairs from IEDB. The task is: Regression. Given a peptide amino acid sequence and an MHC pseudo amino acid sequence, predict their binding affinity value. This is MHC class II binding data. The peptide sequence is ETAYFILKLAGRWPVKVI. The MHC is HLA-DPA10201-DPB11401 with pseudo-sequence HLA-DPA10201-DPB11401. The binding affinity (normalized) is 0.126.